Predict the reaction yield, written as a fraction of the theoretical maximum amount of product (1.0 means a 100% yield; for example, 0.34 means a 34% yield). From a dataset of Reaction yield outcomes from USPTO patents with 853,638 reactions. (1) The reactants are [F:1][C:2]([F:7])([F:6])[C:3]([OH:5])=[O:4].[CH2:8]([N:10]([CH2:12][C:13]1[S:17][CH:16]=[C:15]([C:18]2[CH:19]=[C:20]3[C:24](=[C:25]([C:27]([NH2:29])=[O:28])[CH:26]=2)[NH:23][CH:22]=[C:21]3[CH:30]2[CH2:35][CH2:34][N:33]([S:36]([CH2:39][CH3:40])(=[O:38])=[O:37])[CH2:32][CH2:31]2)[CH:14]=1)[CH3:11])[CH3:9].[CH3:41][NH:42][CH2:43]C. No catalyst specified. The product is [F:1][C:2]([F:7])([F:6])[C:3]([OH:5])=[O:4].[CH3:41][N:42]([CH3:43])[CH2:2][CH2:9][CH2:8][N:10]([CH2:12][C:13]1[S:17][CH:16]=[C:15]([C:18]2[CH:19]=[C:20]3[C:24](=[C:25]([C:27]([NH2:29])=[O:28])[CH:26]=2)[NH:23][CH:22]=[C:21]3[CH:30]2[CH2:35][CH2:34][N:33]([S:36]([CH2:39][CH3:40])(=[O:37])=[O:38])[CH2:32][CH2:31]2)[CH:14]=1)[CH3:11]. The yield is 0.318. (2) The reactants are O[CH2:2][C:3]1[CH:4]=[CH:5][C:6]2[C:15]3[NH:14][CH2:13][CH2:12][CH2:11][C:10]=3[C:9](=[O:16])[N:8]([CH2:17][O:18][CH3:19])[C:7]=2[CH:20]=1.S(Cl)(Cl)=O.C(=O)(O)[O-].[Na+].[C-:30]#[N:31].[Na+]. The catalyst is ClCCl. The product is [CH3:19][O:18][CH2:17][N:8]1[C:7]2[CH:20]=[C:3]([CH2:2][C:30]#[N:31])[CH:4]=[CH:5][C:6]=2[C:15]2[NH:14][CH2:13][CH2:12][CH2:11][C:10]=2[C:9]1=[O:16]. The yield is 0.690. (3) The reactants are C([NH:5][S:6]([C:9]1[S:10][C:11]([C:14]2[CH:19]=[C:18]([C:20]3[N:25]=[C:24]([C:26]4[CH:31]=[CH:30][C:29]([Cl:32])=[C:28]([Cl:33])[CH:27]=4)[CH:23]=[C:22]([C:34]([F:37])([F:36])[F:35])[N:21]=3)[CH:17]=[CH:16][N:15]=2)=[CH:12][CH:13]=1)(=[O:8])=[O:7])(C)(C)C.C(O)(C(F)(F)F)=O. The catalyst is ClCCl. The product is [Cl:33][C:28]1[CH:27]=[C:26]([C:24]2[CH:23]=[C:22]([C:34]([F:35])([F:36])[F:37])[N:21]=[C:20]([C:18]3[CH:17]=[CH:16][N:15]=[C:14]([C:11]4[S:10][C:9]([S:6]([NH2:5])(=[O:7])=[O:8])=[CH:13][CH:12]=4)[CH:19]=3)[N:25]=2)[CH:31]=[CH:30][C:29]=1[Cl:32]. The yield is 0.380. (4) The reactants are [Br:1][C:2]1[CH:10]=[C:9]2[C:5]([C:6]3([CH2:16][CH2:15][C:14](OCCCl)([O:17][CH2:18][CH2:19]Cl)[CH2:13][CH2:12]3)[C:7](=[O:11])[NH:8]2)=[CH:4][CH:3]=1.C[Si](Cl)(C)C.[NH:30]1[CH2:35][CH2:34][O:33][CH2:32][CH2:31]1.[I-].[Na+]. The catalyst is ClCCl.CN(C=O)C.O.C(=O)([O-])O.[Na+].[BH4-].[Zn+2].[BH4-].C(OCC)(=O)C. The product is [Br:1][C:2]1[CH:10]=[C:9]2[C:5]([C:6]3([CH2:12][CH2:13][CH:14]([O:17][CH2:18][CH2:19][N:30]4[CH2:35][CH2:34][O:33][CH2:32][CH2:31]4)[CH2:15][CH2:16]3)[C:7](=[O:11])[NH:8]2)=[CH:4][CH:3]=1. The yield is 0.280. (5) The reactants are [C:1]([O:5][C:6]([N:8]1[CH2:12][C:11](=[CH2:13])[CH2:10][C@H:9]1[C:14]([OH:16])=O)=[O:7])([CH3:4])([CH3:3])[CH3:2].C[N:18]1CCOCC1.ClC(OCC(C)C)=O. The catalyst is O1CCCC1. The product is [C:14]([C@@H:9]1[CH2:10][C:11](=[CH2:13])[CH2:12][N:8]1[C:6]([O:5][C:1]([CH3:4])([CH3:3])[CH3:2])=[O:7])(=[O:16])[NH2:18]. The yield is 0.810. (6) The reactants are [AlH4-].[Li+].[CH3:3][CH:4]([N:13]1[CH:17]=[C:16]([C:18]2[C:19]3[CH:26]=[CH:25][N:24]([CH2:27][O:28][CH2:29][CH2:30][Si:31]([CH3:34])([CH3:33])[CH3:32])[C:20]=3[N:21]=[CH:22][N:23]=2)[CH:15]=[N:14]1)[C:5](=O)[N:6]1[CH2:11][CH2:10][NH:9][CH2:8][CH2:7]1. The catalyst is C1COCC1. The product is [CH3:3][CH:4]([N:13]1[CH:17]=[C:16]([C:18]2[C:19]3[CH:26]=[CH:25][N:24]([CH2:27][O:28][CH2:29][CH2:30][Si:31]([CH3:32])([CH3:34])[CH3:33])[C:20]=3[N:21]=[CH:22][N:23]=2)[CH:15]=[N:14]1)[CH2:5][N:6]1[CH2:11][CH2:10][NH:9][CH2:8][CH2:7]1. The yield is 0.277. (7) The reactants are C1(C)C=CC(S([O-])(=O)=O)=CC=1.[C:12]([C@H:15]([NH2+:19][CH3:20])[C@@H:16](O)[CH3:17])([OH:14])=[O:13].[C:21]([O-:24])(O)=[O:22].[Na+].[C:26]1([CH2:32][CH2:33][CH2:34][CH2:35][CH2:36]C2C(=O)N(C([O-])=O)C=CC=2)[CH:31]=[CH:30][CH:29]=[CH:28][CH:27]=1.[OH2:47]. The catalyst is C1COCC1. The product is [OH:47][C@@H:16]([CH3:17])[C@@H:15]([N:19]([CH3:20])[C:21]([O:24][CH2:36][CH2:35][CH2:34][CH2:33][CH2:32][C:26]1[CH:31]=[CH:30][CH:29]=[CH:28][CH:27]=1)=[O:22])[C:12]([OH:14])=[O:13]. The yield is 0.450.